This data is from Peptide-MHC class I binding affinity with 185,985 pairs from IEDB/IMGT. The task is: Regression. Given a peptide amino acid sequence and an MHC pseudo amino acid sequence, predict their binding affinity value. This is MHC class I binding data. (1) The peptide sequence is YMKPGSSPL. The MHC is HLA-B48:01 with pseudo-sequence HLA-B48:01. The binding affinity (normalized) is 0.619. (2) The peptide sequence is MLFTKFFYL. The MHC is HLA-A02:02 with pseudo-sequence HLA-A02:02. The binding affinity (normalized) is 1.00. (3) The peptide sequence is LWMADVPLQW. The MHC is HLA-A24:02 with pseudo-sequence HLA-A24:02. The binding affinity (normalized) is 0.705.